This data is from Full USPTO retrosynthesis dataset with 1.9M reactions from patents (1976-2016). The task is: Predict the reactants needed to synthesize the given product. (1) Given the product [C:1]1([C:7]#[C:8]/[CH:13]=[CH:12]\[C:11]([O:10][CH3:9])=[O:15])[CH:6]=[CH:5][CH:4]=[CH:3][CH:2]=1, predict the reactants needed to synthesize it. The reactants are: [C:1]1([C:7]#[CH:8])[CH:6]=[CH:5][CH:4]=[CH:3][CH:2]=1.[CH3:9][O:10][C:11](=[O:15])/[CH:12]=[CH:13]\I. (2) Given the product [Cl:1][C:2]1[C:3]([O:13][CH:14]([C:19]2[CH:20]=[N:21][CH:22]=[CH:23][CH:24]=2)[C:15]([F:18])([F:17])[F:16])=[N:4][C:5]2[C:10]([N:11]=1)=[CH:9][C:8]([I:33])=[CH:7][CH:6]=2, predict the reactants needed to synthesize it. The reactants are: [Cl:1][C:2]1[C:3]([O:13][CH:14]([C:19]2[CH:20]=[N:21][CH:22]=[CH:23][CH:24]=2)[C:15]([F:18])([F:17])[F:16])=[N:4][C:5]2[C:10]([N:11]=1)=[CH:9][C:8](N)=[CH:7][CH:6]=2.N([O-])=O.[Na+].NC(N)=O.[I-:33].[K+].C(=O)(O)[O-].[Na+].S([O-])([O-])(=O)=S.[Na+].[Na+]. (3) Given the product [CH:17]([C:14]1[CH:13]=[CH:12][C:11]([CH:7]2[C:6]3[C:5]([CH3:20])=[C:4]([NH:21][C:22](=[O:28])[CH2:23][C:24]([CH3:27])([CH3:26])[CH3:25])[C:3]([CH3:29])=[C:2]([C:32]4[CH:31]=[N:30][CH:35]=[CH:34][CH:33]=4)[C:10]=3[O:9][CH2:8]2)=[CH:16][CH:15]=1)([CH3:19])[CH3:18], predict the reactants needed to synthesize it. The reactants are: Br[C:2]1[C:10]2[O:9][CH2:8][CH:7]([C:11]3[CH:16]=[CH:15][C:14]([CH:17]([CH3:19])[CH3:18])=[CH:13][CH:12]=3)[C:6]=2[C:5]([CH3:20])=[C:4]([NH:21][C:22](=[O:28])[CH2:23][C:24]([CH3:27])([CH3:26])[CH3:25])[C:3]=1[CH3:29].[N:30]1[CH:35]=[CH:34][CH:33]=[C:32](B(O)O)[CH:31]=1. (4) Given the product [Br:1][C:2]1[CH:3]=[CH:4][C:5]([F:13])=[C:6](/[C:8](=[N:20]\[S@:18]([C:15]([CH3:17])([CH3:16])[CH3:14])=[O:19])/[CH:9]([F:11])[F:10])[CH:7]=1, predict the reactants needed to synthesize it. The reactants are: [Br:1][C:2]1[CH:3]=[CH:4][C:5]([F:13])=[C:6]([C:8](=O)[CH:9]([F:11])[F:10])[CH:7]=1.[CH3:14][C:15]([S@@:18]([NH2:20])=[O:19])([CH3:17])[CH3:16]. (5) Given the product [CH3:1][O:2][C:3](=[O:63])[C@@H:4]([NH:20][C:21]([CH:23]1[CH2:32][C:31]2[CH:30]=[C:29]3[O:33][CH2:34][C@H:35]([C:37]4[CH:38]=[CH:39][C:40]([O:43][CH2:44][C:45]5[CH:50]=[CH:49][C:48]([Cl:51])=[C:47]([Cl:52])[CH:46]=5)=[CH:41][CH:42]=4)[O:36][C:28]3=[CH:27][C:26]=2[CH2:25][N:24]1[S:53]([C:56]1[S:60][C:59]([NH:61][C:64](=[O:67])[CH2:65][CH3:66])=[N:58][C:57]=1[CH3:62])(=[O:55])=[O:54])=[O:22])[CH2:5][C:6]1[CH:7]=[CH:8][C:9]([C:12]2[CH:17]=[CH:16][C:15]([C:18]#[N:19])=[CH:14][CH:13]=2)=[CH:10][CH:11]=1, predict the reactants needed to synthesize it. The reactants are: [CH3:1][O:2][C:3](=[O:63])[C@@H:4]([NH:20][C:21]([CH:23]1[CH2:32][C:31]2[CH:30]=[C:29]3[O:33][CH2:34][C@H:35]([C:37]4[CH:42]=[CH:41][C:40]([O:43][CH2:44][C:45]5[CH:50]=[CH:49][C:48]([Cl:51])=[C:47]([Cl:52])[CH:46]=5)=[CH:39][CH:38]=4)[O:36][C:28]3=[CH:27][C:26]=2[CH2:25][N:24]1[S:53]([C:56]1[S:60][C:59]([NH2:61])=[N:58][C:57]=1[CH3:62])(=[O:55])=[O:54])=[O:22])[CH2:5][C:6]1[CH:11]=[CH:10][C:9]([C:12]2[CH:17]=[CH:16][C:15]([C:18]#[N:19])=[CH:14][CH:13]=2)=[CH:8][CH:7]=1.[C:64](Cl)(=[O:67])[CH2:65][CH3:66]. (6) Given the product [CH3:1][O:2][C:3](=[O:26])[C:4]1[CH:9]=[C:8]([C:10](=[O:27])[CH3:11])[C:7]([F:16])=[C:6]([F:17])[C:5]=1[NH:18][C:19]1[CH:24]=[CH:23][CH:22]=[CH:21][C:20]=1[Cl:25], predict the reactants needed to synthesize it. The reactants are: [CH3:1][O:2][C:3](=[O:26])[C:4]1[CH:9]=[C:8]([C:10]#[C:11][Si](C)(C)C)[C:7]([F:16])=[C:6]([F:17])[C:5]=1[NH:18][C:19]1[CH:24]=[CH:23][CH:22]=[CH:21][C:20]=1[Cl:25].[OH:27]S(O)(=O)=O. (7) Given the product [I-:11].[Br:1][C:2]1[CH:7]=[C:6]([F:8])[CH:5]=[CH:4][C:3]=1[CH2:9][CH2:10][P+:18]([C:19]1[CH:20]=[CH:21][CH:22]=[CH:23][CH:24]=1)([C:25]1[CH:30]=[CH:29][CH:28]=[CH:27][CH:26]=1)[C:15]1[CH:14]=[CH:13][CH:12]=[CH:17][CH:16]=1, predict the reactants needed to synthesize it. The reactants are: [Br:1][C:2]1[CH:7]=[C:6]([F:8])[CH:5]=[CH:4][C:3]=1[CH2:9][CH2:10][I:11].[CH:12]1[CH:17]=[CH:16][C:15]([P:18]([C:25]2[CH:30]=[CH:29][CH:28]=[CH:27][CH:26]=2)[C:19]2[CH:24]=[CH:23][CH:22]=[CH:21][CH:20]=2)=[CH:14][CH:13]=1.